This data is from Forward reaction prediction with 1.9M reactions from USPTO patents (1976-2016). The task is: Predict the product of the given reaction. (1) Given the reactants [O:1]1[CH2:6][CH2:5][NH:4][C:3]2[CH:7]=[CH:8][CH:9]=[CH:10][C:2]1=2.[H-].[Na+].IC.[CH3:15]COC(C)=O, predict the reaction product. The product is: [CH3:15][N:4]1[CH2:5][CH2:6][O:1][C:2]2[CH:10]=[CH:9][CH:8]=[CH:7][C:3]1=2. (2) Given the reactants C1([SiH3])C=CC=CC=1.[F:8][C:9]1[C:10]([CH:15]=[CH2:16])=[N:11][CH:12]=[N:13][CH:14]=1.[Cl:17][CH2:18][C:19]([C:21]1[CH:26]=[CH:25][C:24]([F:27])=[CH:23][C:22]=1[F:28])=[O:20], predict the reaction product. The product is: [Cl:17][CH2:18][C@@:19]([C:21]1[CH:26]=[CH:25][C:24]([F:27])=[CH:23][C:22]=1[F:28])([OH:20])[C@H:15]([C:10]1[C:9]([F:8])=[CH:14][N:13]=[CH:12][N:11]=1)[CH3:16]. (3) Given the reactants [CH3:1][C:2]1[C:7]([CH2:8][S:9]([CH3:12])(=[O:11])=[O:10])=[CH:6][CH:5]=[CH:4][N+:3]=1[O-].C(C1C=C[N:20]=[C:19](CN)C=1)(C)C, predict the reaction product. The product is: [CH3:1][C:2]1[N:3]=[C:4]([C:19]#[N:20])[CH:5]=[CH:6][C:7]=1[CH2:8][S:9]([CH3:12])(=[O:11])=[O:10].